This data is from Reaction yield outcomes from USPTO patents with 853,638 reactions. The task is: Predict the reaction yield, written as a fraction of the theoretical maximum amount of product (1.0 means a 100% yield; for example, 0.34 means a 34% yield). (1) The reactants are [CH3:1][O:2][C:3]1[CH:4]=[C:5]2[C:10](=[CH:11][C:12]=1[O:13][CH3:14])[N:9]=[CH:8][CH:7]=[C:6]2[O:15][C:16]1[CH:22]=[CH:21][C:19]([NH2:20])=[C:18]([C:23]([F:26])([F:25])[F:24])[CH:17]=1.C(N(CC)CC)C.ClC(Cl)(O[C:38](=[O:44])OC(Cl)(Cl)Cl)Cl.[S:46]1[CH:50]=[CH:49][N:48]=[C:47]1[C@@H:51]([NH2:53])[CH3:52]. The catalyst is C(Cl)(Cl)Cl. The product is [CH3:1][O:2][C:3]1[CH:4]=[C:5]2[C:10](=[CH:11][C:12]=1[O:13][CH3:14])[N:9]=[CH:8][CH:7]=[C:6]2[O:15][C:16]1[CH:22]=[CH:21][C:19]([NH:20][C:38]([NH:53][C@H:51]([C:47]2[S:46][CH:50]=[CH:49][N:48]=2)[CH3:52])=[O:44])=[C:18]([C:23]([F:25])([F:26])[F:24])[CH:17]=1. The yield is 0.680. (2) The reactants are [CH2:1]([O:3][C:4](=[O:8])[CH:5]([CH3:7])[CH3:6])[CH3:2].[Li+].[CH3:10]C([N-]C(C)C)C.I[CH2:18][CH2:19][CH2:20][CH2:21][CH2:22]C.Cl. The product is [CH2:1]([O:3][C:4](=[O:8])[C:5]([CH3:10])([CH3:7])[CH2:6][CH2:18][CH2:19][CH2:20][CH2:21][CH3:22])[CH3:2]. The yield is 0.870. The catalyst is C1COCC1. (3) The reactants are N[C:2]1[S:3][C:4]2[CH:10]=[C:9]([N+:11]([O-:13])=[O:12])[CH:8]=[CH:7][C:5]=2[N:6]=1.N([O-])=O.[Na+].[BrH:18]. The catalyst is O.[Cu]Br. The product is [Br:18][C:2]1[S:3][C:4]2[CH:10]=[C:9]([N+:11]([O-:13])=[O:12])[CH:8]=[CH:7][C:5]=2[N:6]=1. The yield is 0.930. (4) The catalyst is C(#N)C. The yield is 0.664. The reactants are Br[C:2]1[S:3][C:4]([C:7]([O:9][CH3:10])=[O:8])=[CH:5][N:6]=1.[C:11]1([N:17]2[CH2:22][CH2:21][NH:20][CH2:19][CH:18]2CC)C=CC=C[CH:12]=1.C(=O)([O-])[O-:26].[K+].[K+]. The product is [CH3:10][O:9][C:7]([C:4]1[S:3][C:2]([N:20]2[CH2:21][CH2:22][N:17]([CH2:11][CH2:12][OH:26])[CH2:18][CH2:19]2)=[N:6][CH:5]=1)=[O:8]. (5) The reactants are C([Si](C)(C)[O:6][C:7]1[C:12]([CH3:13])=[CH:11][C:10]([C:14]2([C:24]3[CH:29]=[C:28]([CH3:30])[C:27]([O:31][Si](C(C)(C)C)(C)C)=[C:26]([CH3:39])[CH:25]=3)[C:22]3[C:17](=[CH:18][CH:19]=[CH:20][CH:21]=3)[NH:16][C:15]2=[O:23])=[CH:9][C:8]=1[CH3:40])(C)(C)C.[CH3:43][O:44][C:45]1[CH:46]=[C:47](B(O)O)[CH:48]=[CH:49][C:50]=1[O:51][CH3:52].C(N(CC)CC)C.[F-].C([N+](CCCC)(CCCC)CCCC)CCC.[Cl-].[NH4+]. The catalyst is C1COCC1.C([O-])(=O)C.[Cu+2].C([O-])(=O)C.C(OCC)(=O)C.ClCCl. The product is [CH3:43][O:44][C:45]1[CH:46]=[C:47]([N:16]2[C:17]3[C:22](=[CH:21][CH:20]=[CH:19][CH:18]=3)[C:14]([C:24]3[CH:25]=[C:26]([CH3:39])[C:27]([OH:31])=[C:28]([CH3:30])[CH:29]=3)([C:10]3[CH:11]=[C:12]([CH3:13])[C:7]([OH:6])=[C:8]([CH3:40])[CH:9]=3)[C:15]2=[O:23])[CH:48]=[CH:49][C:50]=1[O:51][CH3:52]. The yield is 0.310. (6) No catalyst specified. The reactants are [CH2:1]([N:3]([CH2:13][CH3:14])[C:4](=[O:12])[C:5]1[CH:10]=[CH:9][CH:8]=[CH:7][C:6]=1[Cl:11])[CH3:2].[CH3:15]I. The yield is 0.920. The product is [CH2:13]([N:3]([CH2:1][CH3:2])[C:4](=[O:12])[C:5]1[C:10]([CH3:15])=[CH:9][CH:8]=[CH:7][C:6]=1[Cl:11])[CH3:14]. (7) The reactants are [ClH:1].[CH3:2][N:3]1[CH2:8][CH2:7][N:6]([C:9]2[CH:14]=[CH:13][C:12]([NH:15][C:16]([NH2:18])=[NH:17])=[CH:11][CH:10]=2)[CH2:5][CH2:4]1.[OH-].[Na+].[CH:21](O)([CH3:23])[CH3:22]. No catalyst specified. The product is [Cl:1][C:22]1[N:6]=[CH:9][C:10]([C:11]2[CH:12]=[CH:13][N:18]=[C:16]([NH:15][C:12]3[CH:11]=[CH:10][C:9]([N:6]4[CH2:7][CH2:8][N:3]([CH3:2])[CH2:4][CH2:5]4)=[CH:14][CH:13]=3)[N:17]=2)=[CH:23][CH:21]=1. The yield is 0.330. (8) The reactants are Cl.[CH:2]([N:5]1[C:9]([C:10]2[N:19]=[C:18]3[N:12]([CH2:13][CH2:14][O:15][C:16]4[CH:23]=[C:22]([CH:24]5[CH2:29][CH2:28][NH:27][CH2:26][CH2:25]5)N=[CH:20][C:17]=43)[CH:11]=2)=[N:8][CH:7]=[N:6]1)([CH3:4])[CH3:3].[CH3:30]O.[CH3:32][N:33]([CH3:38])[C:34](=[O:37])[CH2:35]Cl. The catalyst is C(Cl)Cl.CCCC[N+](CCCC)(CCCC)CCCC.[I-]. The product is [CH:2]([N:5]1[C:9]([C:10]2[N:19]=[C:18]3[C:17]4[CH:20]=[CH:30][C:22]([CH:24]5[CH2:25][CH2:26][N:27]([CH2:35][C:34]([N:33]([CH3:38])[CH3:32])=[O:37])[CH2:28][CH2:29]5)=[CH:23][C:16]=4[O:15][CH2:14][CH2:13][N:12]3[CH:11]=2)=[N:8][CH:7]=[N:6]1)([CH3:3])[CH3:4]. The yield is 0.610. (9) The reactants are [CH3:1][N:2]1[C:10]2[CH:9]=[C:8]([N:11]3[CH:16]=[CH:15][C:14]([C:17]4[N:18]=[N:19][C:20]([CH3:23])=[CH:21][CH:22]=4)=[CH:13][C:12]3=[O:24])[CH:7]=[CH:6][C:5]=2[C:4]2[CH2:25][N:26](C(OC(C)(C)C)=O)[CH2:27][CH2:28][C:3]1=2.C1(N)C(F)=C(F)C(F)=C(N)C=1F.[ClH:48].Cl. No catalyst specified. The product is [ClH:48].[ClH:48].[CH3:1][N:2]1[C:10]2[CH:9]=[C:8]([N:11]3[CH:16]=[CH:15][C:14]([C:17]4[N:18]=[N:19][C:20]([CH3:23])=[CH:21][CH:22]=4)=[CH:13][C:12]3=[O:24])[CH:7]=[CH:6][C:5]=2[C:4]2[CH2:25][NH:26][CH2:27][CH2:28][C:3]1=2. The yield is 0.330. (10) The reactants are CC(C)([O-])C.[K+].[N+:7](CS(C1C=CC(C)=CC=1)(=O)=O)#[C-:8].[CH:20]1([C:23]2[C:27]([CH:28]=O)=[CH:26][N:25]([CH3:30])[N:24]=2)[CH2:22][CH2:21]1.CO. The catalyst is COCCOC. The product is [CH:20]1([C:23]2[C:27]([CH2:28][C:8]#[N:7])=[CH:26][N:25]([CH3:30])[N:24]=2)[CH2:22][CH2:21]1. The yield is 0.670.